This data is from Reaction yield outcomes from USPTO patents with 853,638 reactions. The task is: Predict the reaction yield, written as a fraction of the theoretical maximum amount of product (1.0 means a 100% yield; for example, 0.34 means a 34% yield). (1) The reactants are [C:1]([C:4]1[C:22](=[O:23])[C@@:8]2([CH3:24])[C:9]3[C:15]([OH:16])=[CH:14][C:13]([O:17][CH3:18])=[C:12]([C:19]([NH2:21])=[O:20])[C:10]=3[O:11][C:7]2=[CH:6][C:5]=1[OH:25])(=[O:3])[CH3:2].[O:26]([C:33]1[C:42]2[C:37](=[CH:38][CH:39]=[CH:40][CH:41]=2)[C:36]([CH:43]=O)=[CH:35][CH:34]=1)[C:27]1[CH:32]=[CH:31][CH:30]=[CH:29][CH:28]=1.C([SiH](CC)CC)C.FC(F)(F)C(O)=O. The catalyst is C(#N)C. The product is [C:1]([C:4]1[C:22](=[O:23])[C@@:8]2([CH3:24])[C:9]3[C:15]([OH:16])=[CH:14][C:13]([O:17][CH3:18])=[C:12]([C:19]([NH:21][CH2:43][C:36]4[C:37]5[C:42](=[CH:41][CH:40]=[CH:39][CH:38]=5)[C:33]([O:26][C:27]5[CH:32]=[CH:31][CH:30]=[CH:29][CH:28]=5)=[CH:34][CH:35]=4)=[O:20])[C:10]=3[O:11][C:7]2=[CH:6][C:5]=1[OH:25])(=[O:3])[CH3:2]. The yield is 0.670. (2) The reactants are [F:1][C:2]1[CH:8]=[C:7]([I:9])[CH:6]=[CH:5][C:3]=1[NH2:4].[CH2:10]([CH2:14][C:15](=O)[CH3:16])[C:11]([CH3:13])=O.C(=O)([O-])O.[Na+]. The catalyst is C1(C)C=CC=CC=1.C1(C)C=CC(S(O)(=O)=O)=CC=1. The product is [F:1][C:2]1[CH:8]=[C:7]([I:9])[CH:6]=[CH:5][C:3]=1[N:4]1[C:15]([CH3:16])=[CH:14][CH:10]=[C:11]1[CH3:13]. The yield is 0.980. (3) The reactants are [O:1]=[C:2]1[CH2:7][NH:6][CH2:5][CH2:4][N:3]1[C:8]1[CH:13]=[CH:12][C:11]([S:14]([NH:17][C:18]2[S:19][CH:20]=[CH:21][N:22]=2)(=[O:16])=[O:15])=[CH:10][CH:9]=1.[Cl:23][C:24]1[CH:25]=[C:26]2[C:30](=[CH:31][CH:32]=1)[N:29]([CH2:33][CH2:34][C:35](O)=[O:36])[CH:28]=[CH:27]2.CN(C(ON1N=NC2C=CC=NC1=2)=[N+](C)C)C.F[P-](F)(F)(F)(F)F.C(=O)(O)[O-].[Na+].Cl.S1C(N)=NC=N1. No catalyst specified. The product is [Cl:23][C:24]1[CH:25]=[C:26]2[C:30](=[CH:31][CH:32]=1)[N:29]([CH2:33][CH2:34][C:35]([N:6]1[CH2:5][CH2:4][N:3]([C:8]3[CH:9]=[CH:10][C:11]([S:14]([NH:17][C:18]4[S:19][CH:20]=[CH:21][N:22]=4)(=[O:16])=[O:15])=[CH:12][CH:13]=3)[C:2](=[O:1])[CH2:7]1)=[O:36])[CH:28]=[CH:27]2. The yield is 0.320. (4) The yield is 0.329. The reactants are [NH2:1][C:2]1[CH:7]=[CH:6][C:5]([S:8]([NH:11][C:12]2[S:13][C:14]([CH3:17])=[N:15][N:16]=2)(=[O:10])=[O:9])=[CH:4][CH:3]=1.Cl[C:19]([O:21][CH3:22])=[O:20]. The catalyst is N1C=CC=CC=1. The product is [CH3:17][C:14]1[S:13][C:12]([NH:11][S:8]([C:5]2[CH:6]=[CH:7][C:2]([NH:1][C:19](=[O:20])[O:21][CH3:22])=[CH:3][CH:4]=2)(=[O:10])=[O:9])=[N:16][N:15]=1. (5) The reactants are [C:1]([C:4]1[C:28](=[O:29])[C@@:8]2([CH3:30])[C:9]3[C:15]([OH:16])=[CH:14][C:13]([O:17][CH2:18][C:19]4[CH:24]=[CH:23][CH:22]=[CH:21][CH:20]=4)=[C:12]([C:25]([NH2:27])=[O:26])[C:10]=3[O:11][C:7]2=[CH:6][C:5]=1[OH:31])(=[O:3])[CH3:2].[C:32]1([CH:42]=O)[C:41]2[C:36](=[CH:37][CH:38]=[CH:39][CH:40]=2)[CH:35]=[CH:34][CH:33]=1.C([SiH](CC)CC)C.FC(F)(F)C(O)=O. The catalyst is C(#N)C. The product is [C:1]([C:4]1[C:28](=[O:29])[C@@:8]2([CH3:30])[C:9]3[C:15]([OH:16])=[CH:14][C:13]([O:17][CH2:18][C:19]4[CH:24]=[CH:23][CH:22]=[CH:21][CH:20]=4)=[C:12]([C:25]([NH:27][CH2:42][C:32]4[C:41]5[C:36](=[CH:37][CH:38]=[CH:39][CH:40]=5)[CH:35]=[CH:34][CH:33]=4)=[O:26])[C:10]=3[O:11][C:7]2=[CH:6][C:5]=1[OH:31])(=[O:3])[CH3:2]. The yield is 0.580. (6) The catalyst is C1COCC1. The yield is 0.410. The product is [OH:18][CH2:17][C:16]([CH3:20])([CH3:19])[CH2:15][CH2:14][CH2:13][CH2:12][CH:8]([CH2:7][CH2:6][CH2:5][CH2:4][C:3]([CH3:22])([CH3:21])[CH2:2][OH:1])[C:9](=[O:11])[CH3:23]. The reactants are [OH:1][CH2:2][C:3]([CH3:22])([CH3:21])[CH2:4][CH2:5][CH2:6][CH2:7][CH:8]([CH2:12][CH2:13][CH2:14][CH2:15][C:16]([CH3:20])([CH3:19])[CH2:17][OH:18])[C:9]([OH:11])=O.[CH3:23][Li].Cl. (7) The reactants are C([O-])([O-])=O.[Cs+].[Cs+].[CH3:7][S:8]([N:11]1[CH2:16][CH2:15][C:14]2[NH:17][N:18]=[C:19]([C:20]3[CH:25]=[CH:24][C:23]([C:26]([F:29])([F:28])[F:27])=[CH:22][CH:21]=3)[C:13]=2[CH2:12]1)(=[O:10])=[O:9].Br[CH2:31][CH2:32][CH2:33][OH:34].CO. The catalyst is CN(C=O)C.O. The product is [CH3:7][S:8]([N:11]1[CH2:16][CH2:15][C:14]2[N:17]([CH2:31][CH2:32][CH2:33][OH:34])[N:18]=[C:19]([C:20]3[CH:21]=[CH:22][C:23]([C:26]([F:29])([F:27])[F:28])=[CH:24][CH:25]=3)[C:13]=2[CH2:12]1)(=[O:9])=[O:10]. The yield is 0.546. (8) The product is [O:1]1[CH:5]=[CH:4][CH:3]=[C:2]1[C:6]1[N:7]=[C:8]2[NH:19][C:21]([C:22]3[CH:23]=[N:24][CH:25]=[CH:26][CH:27]=3)=[N:18][C:9]2=[N:10][C:11]=1[C:12]1[CH:17]=[CH:16][N:15]=[CH:14][CH:13]=1. The catalyst is N1C=CC=CC=1. The reactants are [O:1]1[CH:5]=[CH:4][CH:3]=[C:2]1[C:6]1[N:7]=[C:8]([NH2:19])[C:9]([NH2:18])=[N:10][C:11]=1[C:12]1[CH:17]=[CH:16][N:15]=[CH:14][CH:13]=1.Cl.[C:21](Cl)(=O)[C:22]1[CH:27]=[CH:26][CH:25]=[N:24][CH:23]=1.O. The yield is 0.610.